This data is from Full USPTO retrosynthesis dataset with 1.9M reactions from patents (1976-2016). The task is: Predict the reactants needed to synthesize the given product. (1) The reactants are: [CH3:1][N:2]([CH3:32])[CH2:3][CH2:4][NH:5][C:6](=[O:31])[C:7]1[CH:12]=[CH:11][C:10]([NH:13][C:14]2[N:19]=[C:18]([C:20]3[N:21]([CH:26]([CH3:28])[CH3:27])[C:22]([CH3:25])=[N:23][CH:24]=3)[C:17](F)=[CH:16][N:15]=2)=[CH:9][C:8]=1F.[Cl:33]C1C(C2N(C(C)C)C(C)=NC=2)=NC(N)=NC=1. Given the product [Cl:33][C:17]1[C:18]([C:20]2[N:21]([CH:26]([CH3:28])[CH3:27])[C:22]([CH3:25])=[N:23][CH:24]=2)=[N:19][C:14]([NH:13][C:10]2[CH:11]=[CH:12][C:7]([C:6]([NH:5][CH2:4][CH2:3][N:2]([CH3:32])[CH3:1])=[O:31])=[CH:8][CH:9]=2)=[N:15][CH:16]=1, predict the reactants needed to synthesize it. (2) Given the product [N:13]1[CH:18]=[CH:17][CH:16]=[C:15]([NH:19][C:20]([N:22]2[CH2:23][CH:24]([O:26][C:27]3[CH:32]=[CH:31][C:30]([C:3]4[CH:4]=[CH:5][CH:6]=[C:7]([O:8][CH3:9])[C:2]=4[F:1])=[CH:29][N:28]=3)[CH2:25]2)=[O:21])[N:14]=1, predict the reactants needed to synthesize it. The reactants are: [F:1][C:2]1[C:7]([O:8][CH3:9])=[CH:6][CH:5]=[CH:4][C:3]=1B(O)O.[N:13]1[CH:18]=[CH:17][CH:16]=[C:15]([NH:19][C:20]([N:22]2[CH2:25][CH:24]([O:26][C:27]3[CH:32]=[CH:31][C:30](Br)=[CH:29][N:28]=3)[CH2:23]2)=[O:21])[N:14]=1.C(=O)([O-])[O-].[K+].[K+]. (3) The reactants are: FC1C=C(C2N=C3C=C(NC)C=CN3C=2)C=CC=1OC.[CH3:21][NH:22][C:23]1[CH:28]=[CH:27][N:26]=[C:25]([NH2:29])[CH:24]=1.Br[CH2:31][C:32]([C:34]1[S:35][CH:36]=[CH:37][C:38]=1[Cl:39])=O. Given the product [Cl:39][C:38]1[CH:37]=[CH:36][S:35][C:34]=1[C:32]1[N:29]=[C:25]2[CH:24]=[C:23]([NH:22][CH3:21])[CH:28]=[CH:27][N:26]2[CH:31]=1, predict the reactants needed to synthesize it. (4) The reactants are: [O:1]1[C:5]2[CH:6]=[CH:7][C:8]([C:10]3(O)[C:18]4[C:13](=[N:14][CH:15]=[CH:16][CH:17]=4)[N:12]([CH2:19][CH2:20][CH2:21][CH2:22][CH3:23])[C:11]3=[O:24])=[CH:9][C:4]=2[O:3][CH2:2]1.OC1(C2C(O)=CC3OCOC=3C=2)C2C(=NC=CC=2)N(CCCCC)C1=O. Given the product [O:1]1[C:5]2[CH:6]=[CH:7][C:8]([CH:10]3[C:18]4[C:13](=[N:14][CH:15]=[CH:16][CH:17]=4)[N:12]([CH2:19][CH2:20][CH2:21][CH2:22][CH3:23])[C:11]3=[O:24])=[CH:9][C:4]=2[O:3][CH2:2]1, predict the reactants needed to synthesize it. (5) Given the product [C:1]([C:5]1[O:9][N:8]=[C:7]([NH:10][C:11]([NH:13][C:14]2[CH:19]=[CH:18][CH:17]=[C:16]([S:20][C:21]3[C:30]4[C:25](=[CH:26][C:27]([O:33][CH2:34][CH2:35][CH2:36][N:42]5[CH2:43][CH2:44][N:39]([CH3:38])[CH2:40][CH2:41]5)=[C:28]([O:31][CH3:32])[CH:29]=4)[N:24]=[CH:23][N:22]=3)[CH:15]=2)=[O:12])[CH:6]=1)([CH3:4])([CH3:3])[CH3:2], predict the reactants needed to synthesize it. The reactants are: [C:1]([C:5]1[O:9][N:8]=[C:7]([NH:10][C:11]([NH:13][C:14]2[CH:19]=[CH:18][CH:17]=[C:16]([S:20][C:21]3[C:30]4[C:25](=[CH:26][C:27]([O:33][CH2:34][CH2:35][CH2:36]Cl)=[C:28]([O:31][CH3:32])[CH:29]=4)[N:24]=[CH:23][N:22]=3)[CH:15]=2)=[O:12])[CH:6]=1)([CH3:4])([CH3:3])[CH3:2].[CH3:38][N:39]1[CH2:44][CH2:43][NH:42][CH2:41][CH2:40]1.C(N(C(C)C)CC)(C)C. (6) Given the product [CH3:18][O:17][C:12]1[CH:13]=[CH:14][CH:15]=[CH:16][C:11]=1[C:10]1[C:4]2[C:5](=[N:6][CH:7]=[C:2]([B:27]3[O:31][C:30]([CH3:33])([CH3:32])[C:29]([CH3:35])([CH3:34])[O:28]3)[CH:3]=2)[N:8]([CH2:19][O:20][CH2:21][CH2:22][Si:23]([CH3:26])([CH3:25])[CH3:24])[CH:9]=1, predict the reactants needed to synthesize it. The reactants are: Br[C:2]1[CH:3]=[C:4]2[C:10]([C:11]3[CH:16]=[CH:15][CH:14]=[CH:13][C:12]=3[O:17][CH3:18])=[CH:9][N:8]([CH2:19][O:20][CH2:21][CH2:22][Si:23]([CH3:26])([CH3:25])[CH3:24])[C:5]2=[N:6][CH:7]=1.[B:27]1([B:27]2[O:31][C:30]([CH3:33])([CH3:32])[C:29]([CH3:35])([CH3:34])[O:28]2)[O:31][C:30]([CH3:33])([CH3:32])[C:29]([CH3:35])([CH3:34])[O:28]1.C([O-])(=O)C.[Na+]. (7) Given the product [Cl:1][C:2]1[CH:3]=[C:4]2[N:25]=[C:24]([O:26][C@@H:27]3[CH2:28][O:29][C@@H:30]4[C@H:34]([OH:35])[CH2:33][O:32][C@H:31]34)[N:23]([CH2:36][O:37][CH2:38][CH2:39][Si:40]([CH3:43])([CH3:42])[CH3:41])[C:5]2=[N:6][C:7]=1[C:8]1[CH:9]=[CH:10][C:11]([C:45]2[CH:46]=[CH:47][C:48]([CH2:49][N:50]=[S:51]([CH3:54])([CH3:53])=[O:52])=[CH:55][CH:56]=2)=[CH:12][CH:13]=1, predict the reactants needed to synthesize it. The reactants are: [Cl:1][C:2]1[CH:3]=[C:4]2[N:25]=[C:24]([O:26][C@H:27]3[C@H:31]4[O:32][CH2:33][C@@H:34]([OH:35])[C@H:30]4[O:29][CH2:28]3)[N:23]([CH2:36][O:37][CH2:38][CH2:39][Si:40]([CH3:43])([CH3:42])[CH3:41])[C:5]2=[N:6][C:7]=1[C:8]1[CH:13]=[CH:12][C:11](B2OC(C)(C)C(C)(C)O2)=[CH:10][CH:9]=1.Br[C:45]1[CH:56]=[CH:55][C:48]([CH2:49][N:50]=[S:51]([CH3:54])([CH3:53])=[O:52])=[CH:47][CH:46]=1. (8) The reactants are: C[O:2][C:3]1[C:4](=O)[CH:5]([C:11](=O)[C:12]([O:14][CH2:15][CH3:16])=[O:13])[CH2:6][C:7]([CH3:10])([CH3:9])[CH:8]=1.[CH3:19][NH:20][NH2:21].[C:22](O)(=[O:24])C. Given the product [OH:24][CH:22]=[C:8]1[C:3](=[O:2])[C:4]2[N:20]([CH3:19])[N:21]=[C:11]([C:12]([O:14][CH2:15][CH3:16])=[O:13])[C:5]=2[CH2:6][C:7]1([CH3:10])[CH3:9], predict the reactants needed to synthesize it.